From a dataset of Full USPTO retrosynthesis dataset with 1.9M reactions from patents (1976-2016). Predict the reactants needed to synthesize the given product. (1) Given the product [C:59]([O:63][C:64]([NH:66][C@H:67]([C:80]([NH:2][C@H:3]([C:7]([O:9][CH2:10][O:11][C:12](=[O:53])[N:13]([C:26]1[N:52]=[C:29]2[CH:30]=[CH:31][C:32]([C:34]3[CH:39]=[CH:38][C:37]([NH:40][C:41](=[O:51])[C@@H:42]([C:44]4[CH:45]=[CH:46][C:47]([F:50])=[CH:48][CH:49]=4)[CH3:43])=[CH:36][CH:35]=3)=[CH:33][N:28]2[N:27]=1)[C:14]1[CH:19]=[CH:18][C:17]([S:20]([CH3:23])(=[O:22])=[O:21])=[CH:16][C:15]=1[O:24][CH3:25])=[O:8])[CH:4]([CH3:6])[CH3:5])=[O:81])[CH2:68][CH2:69][CH2:70][CH2:71][NH:72][C:73]([O:75][C:76]([CH3:79])([CH3:78])[CH3:77])=[O:74])=[O:65])([CH3:60])([CH3:62])[CH3:61], predict the reactants needed to synthesize it. The reactants are: Cl.[NH2:2][C@H:3]([C:7]([O:9][CH2:10][O:11][C:12](=[O:53])[N:13]([C:26]1[N:52]=[C:29]2[CH:30]=[CH:31][C:32]([C:34]3[CH:39]=[CH:38][C:37]([NH:40][C:41](=[O:51])[C@@H:42]([C:44]4[CH:49]=[CH:48][C:47]([F:50])=[CH:46][CH:45]=4)[CH3:43])=[CH:36][CH:35]=3)=[CH:33][N:28]2[N:27]=1)[C:14]1[CH:19]=[CH:18][C:17]([S:20]([CH3:23])(=[O:22])=[O:21])=[CH:16][C:15]=1[O:24][CH3:25])=[O:8])[CH:4]([CH3:6])[CH3:5].C(=O)(O)[O-].[Na+].[C:59]([O:63][C:64]([NH:66][C@H:67]([C:80](O)=[O:81])[CH2:68][CH2:69][CH2:70][CH2:71][NH:72][C:73]([O:75][C:76]([CH3:79])([CH3:78])[CH3:77])=[O:74])=[O:65])([CH3:62])([CH3:61])[CH3:60].CN(C(ON1N=NC2C=CC=NC1=2)=[N+](C)C)C.F[P-](F)(F)(F)(F)F. (2) Given the product [F:23][C:12]1[CH:13]=[N:14][C:15]2[C:20]([C:11]=1[C@@H:9]([OH:10])[CH2:8][N:5]1[CH2:6][CH2:7][C@@H:3]([CH2:2][NH:1][CH2:35][C:33]3[CH:32]=[CH:31][C:28]4[S:29][CH2:30][C:25](=[O:24])[NH:26][C:27]=4[N:34]=3)[CH2:4]1)=[N:19][C:18]([O:21][CH3:22])=[CH:17][CH:16]=2, predict the reactants needed to synthesize it. The reactants are: [NH2:1][CH2:2][C@@H:3]1[CH2:7][CH2:6][N:5]([CH2:8][C@@H:9]([C:11]2[C:20]3[C:15](=[CH:16][CH:17]=[C:18]([O:21][CH3:22])[N:19]=3)[N:14]=[CH:13][C:12]=2[F:23])[OH:10])[CH2:4]1.[O:24]=[C:25]1[CH2:30][S:29][C:28]2[CH:31]=[CH:32][C:33]([CH:35]=O)=[N:34][C:27]=2[NH:26]1.[O-]S([O-])(=O)=O.[Na+].[Na+].[BH4-].[Na+]. (3) Given the product [CH3:1][O:2][C:3]1[N:4]=[CH:5][C:6]([C:28]([O:30][CH3:31])=[O:29])=[C:7]([CH2:9][CH2:10][C@H:11]2[CH2:12][CH2:13][C@H:14]([C:24]([O:26][CH3:27])=[O:25])[CH2:15][NH:16]2)[CH:8]=1, predict the reactants needed to synthesize it. The reactants are: [CH3:1][O:2][C:3]1[CH:8]=[C:7]([CH2:9][CH2:10][C@@H:11]2[N:16](C(OC(C)(C)C)=O)[CH2:15][C@@H:14]([C:24]([O:26][CH3:27])=[O:25])[CH2:13][CH2:12]2)[C:6]([C:28]([O:30][CH3:31])=[O:29])=[CH:5][N:4]=1.C(O)(C(F)(F)F)=O. (4) Given the product [CH2:1]([C:3]1[CH:8]=[CH:7][C:6]([C@H:9]2[CH2:14][C@@H:13]([C:15]([F:18])([F:16])[F:17])[N:12]3[N:19]=[CH:20][C:21]([C:22]([NH:64][CH2:63][C:62]4[CH:65]=[CH:66][C:59]([CH3:58])=[CH:60][CH:61]=4)=[O:24])=[C:11]3[NH:10]2)=[CH:5][CH:4]=1)[CH3:2], predict the reactants needed to synthesize it. The reactants are: [CH2:1]([C:3]1[CH:8]=[CH:7][C:6]([C@H:9]2[CH2:14][C@@H:13]([C:15]([F:18])([F:17])[F:16])[N:12]3[N:19]=[CH:20][C:21]([C:22]([OH:24])=O)=[C:11]3[NH:10]2)=[CH:5][CH:4]=1)[CH3:2].CN(C(ON1N=NC2C=CC=NC1=2)=[N+](C)C)C.F[P-](F)(F)(F)(F)F.C(N(CC)C(C)C)(C)C.[CH3:58][C:59]1[CH:66]=[CH:65][C:62]([CH2:63][NH2:64])=[CH:61][CH:60]=1. (5) The reactants are: [CH2:1]([O:3][C:4]([C:6]1[NH:7][CH:8]=[C:9]2[CH:18]([C:19]3[O:20][C:21]([S:24][C:25]4[NH:29][C:28]5[CH:30]=[CH:31][C:32]([Cl:34])=[CH:33][C:27]=5[N:26]=4)=[CH:22][CH:23]=3)[C:17]3[C:16](=[O:35])[CH2:15][N:14](OC(C)(C)C)[CH2:13][C:12]=3[NH:11][C:10]=12)=[O:5])[CH3:2].Cl. Given the product [ClH:34].[CH2:1]([O:3][C:4]([C:6]1[NH:7][CH:8]=[C:9]2[CH:18]([C:19]3[O:20][C:21]([S:24][C:25]4[NH:29][C:28]5[CH:30]=[CH:31][C:32]([Cl:34])=[CH:33][C:27]=5[N:26]=4)=[CH:22][CH:23]=3)[C:17]3[C:16](=[O:35])[CH2:15][NH:14][CH2:13][C:12]=3[NH:11][C:10]=12)=[O:5])[CH3:2], predict the reactants needed to synthesize it. (6) Given the product [CH2:15]([C:12]1([C:17]2[CH:22]=[CH:21][CH:20]=[C:19]([O:23][CH3:24])[CH:18]=2)[CH2:11][CH2:10][N:9]([C:4]2[CH:5]=[CH:6][CH:7]=[CH:8][C:3]=2[O:2][CH3:1])[CH2:14][CH2:13]1)[CH3:16], predict the reactants needed to synthesize it. The reactants are: [CH3:1][O:2][C:3]1[CH:8]=[CH:7][CH:6]=[CH:5][C:4]=1[N:9]1[CH2:14][CH2:13][C:12]([C:17]2[CH:22]=[CH:21][CH:20]=[C:19]([O:23][CH3:24])[CH:18]=2)([CH:15]=[CH2:16])[CH2:11][CH2:10]1.